From a dataset of Catalyst prediction with 721,799 reactions and 888 catalyst types from USPTO. Predict which catalyst facilitates the given reaction. (1) Reactant: Cl.Cl[CH2:3][CH2:4][N:5]([CH3:7])[CH3:6].C(=O)([O-])[O-].[K+].[K+].[Br:14][C:15]1[N:20]=[C:19]2[NH:21][N:22]=[C:23]([C:24]3[CH:29]=[CH:28][CH:27]=[CH:26][CH:25]=3)[C:18]2=[C:17]([C:30]([F:33])([F:32])[F:31])[CH:16]=1.O. Product: [Br:14][C:15]1[N:20]=[C:19]2[N:21]([CH2:3][CH2:4][N:5]([CH3:7])[CH3:6])[N:22]=[C:23]([C:24]3[CH:29]=[CH:28][CH:27]=[CH:26][CH:25]=3)[C:18]2=[C:17]([C:30]([F:32])([F:33])[F:31])[CH:16]=1. The catalyst class is: 3. (2) Reactant: [CH2:1]([O:4][C:5]1[CH:10]=[CH:9][CH:8]=[CH:7][C:6]=1[CH2:11]O)[CH:2]=[CH2:3].[Cl:13]P(Cl)(C1C=CC=CC=1)(C1C=CC=CC=1)C1C=CC=CC=1. Product: [CH2:1]([O:4][C:5]1[CH:10]=[CH:9][CH:8]=[CH:7][C:6]=1[CH2:11][Cl:13])[CH:2]=[CH2:3]. The catalyst class is: 2.